This data is from Full USPTO retrosynthesis dataset with 1.9M reactions from patents (1976-2016). The task is: Predict the reactants needed to synthesize the given product. (1) The reactants are: [Cl:1][C:2]1[CH:3]=[CH:4][C:5]([OH:25])=[C:6]([CH:24]=1)[C:7]([NH:9][C:10]1[CH:15]=[C:14]([C:16]([F:19])([F:18])[F:17])[CH:13]=[C:12]([C:20]([F:23])([F:22])[F:21])[CH:11]=1)=[O:8].Cl[CH2:27][O:28][C:29]([N:31]1[CH2:41][CH2:40][CH:34]([C:35]([O:37][CH2:38][CH3:39])=[O:36])[CH2:33][CH2:32]1)=[O:30]. Given the product [Cl:1][C:2]1[CH:3]=[CH:4][C:5]([O:25][CH2:27][O:28][C:29]([N:31]2[CH2:41][CH2:40][CH:34]([C:35]([O:37][CH2:38][CH3:39])=[O:36])[CH2:33][CH2:32]2)=[O:30])=[C:6]([CH:24]=1)[C:7]([NH:9][C:10]1[CH:15]=[C:14]([C:16]([F:19])([F:18])[F:17])[CH:13]=[C:12]([C:20]([F:21])([F:22])[F:23])[CH:11]=1)=[O:8], predict the reactants needed to synthesize it. (2) The reactants are: [N:1]#[C:2][C@@H:3]([C:5]([O:7][CH2:8][CH3:9])=[O:6])[NH2:4].[C:10](Cl)([C:12]1[CH:17]=[CH:16][CH:15]=[CH:14][CH:13]=1)=[O:11].CCN(CC)CC. Given the product [C:10]([NH:4][C@H:3]([C:5]([O:7][CH2:8][CH3:9])=[O:6])[C:2]#[N:1])(=[O:11])[C:12]1[CH:17]=[CH:16][CH:15]=[CH:14][CH:13]=1, predict the reactants needed to synthesize it. (3) Given the product [N:6]1[CH:7]=[CH:8][CH:9]=[CH:10][C:5]=1[C:3]1[N:4]=[C:14]([C:13]2[CH:16]=[CH:17][CH:18]=[CH:19][C:12]=2[OH:11])[NH:1][N:2]=1, predict the reactants needed to synthesize it. The reactants are: [NH2:1][NH:2][C:3]([C:5]1[CH:10]=[CH:9][CH:8]=[CH:7][N:6]=1)=[NH:4].[OH:11][C:12]1[CH:19]=[CH:18][CH:17]=[CH:16][C:13]=1[CH:14]=O. (4) The reactants are: Br[C:2]1[CH:9]=[CH:8][C:7]([O:10][CH2:11][CH2:12][CH2:13][N:14]2[CH2:19][CH2:18][CH2:17][CH2:16][CH2:15]2)=[CH:6][C:3]=1[C:4]#[N:5].[N:20]1([C:26]([O:28][C:29]([CH3:32])([CH3:31])[CH3:30])=[O:27])[CH2:25][CH2:24][NH:23][CH2:22][CH2:21]1. Given the product [C:4]([C:3]1[CH:6]=[C:7]([O:10][CH2:11][CH2:12][CH2:13][N:14]2[CH2:19][CH2:18][CH2:17][CH2:16][CH2:15]2)[CH:8]=[CH:9][C:2]=1[N:23]1[CH2:22][CH2:21][N:20]([C:26]([O:28][C:29]([CH3:32])([CH3:31])[CH3:30])=[O:27])[CH2:25][CH2:24]1)#[N:5], predict the reactants needed to synthesize it. (5) Given the product [Br:11][C:9]1[CH:8]=[C:7]([N+:12]([O-:14])=[O:13])[C:6]([S:15][C:16](=[O:20])[N:17]([CH3:19])[CH3:18])=[C:5]([CH2:4][OH:3])[CH:10]=1, predict the reactants needed to synthesize it. The reactants are: C([O:3][C:4](=O)[C:5]1[CH:10]=[C:9]([Br:11])[CH:8]=[C:7]([N+:12]([O-:14])=[O:13])[C:6]=1[S:15][C:16](=[O:20])[N:17]([CH3:19])[CH3:18])C.C(OCC)C.B. (6) Given the product [NH2:35][C:36]1[N:44]=[CH:43][N:42]=[C:41]2[C:37]=1[N:38]=[CH:39][N:40]2[CH:3]([C:5]1[O:6][C:7](=[O:27])[C:8]2[C:13]([C:14]=1[C:15]1[S:16][C:17]([CH2:20][N:21]3[CH2:26][CH2:25][O:24][CH2:23][CH2:22]3)=[CH:18][CH:19]=1)=[CH:12][CH:11]=[CH:10][CH:9]=2)[CH3:4], predict the reactants needed to synthesize it. The reactants are: Br.Br[CH:3]([C:5]1[O:6][C:7](=[O:27])[C:8]2[C:13]([C:14]=1[C:15]1[S:16][C:17]([CH2:20][N:21]3[CH2:26][CH2:25][O:24][CH2:23][CH2:22]3)=[CH:18][CH:19]=1)=[CH:12][CH:11]=[CH:10][CH:9]=2)[CH3:4].C(OC([N:35](C(OC(C)(C)C)=O)[C:36]1[N:44]=[CH:43][N:42]=[C:41]2[C:37]=1[NH:38][CH:39]=[N:40]2)=O)(C)(C)C.C([O-])([O-])=O.[K+].[K+]. (7) Given the product [NH2:14][C:9]1[CH:10]=[C:11]([NH:13][C:25]([CH:22]2[CH2:24][CH2:23]2)=[O:26])[CH:12]=[C:7]([N:4]2[CH2:3][CH2:2][O:1][CH2:6][CH2:5]2)[CH:8]=1, predict the reactants needed to synthesize it. The reactants are: [O:1]1[CH2:6][CH2:5][N:4]([C:7]2[CH:8]=[C:9]([NH2:14])[CH:10]=[C:11]([NH2:13])[CH:12]=2)[CH2:3][CH2:2]1.C(N(CC)CC)C.[CH:22]1([C:25](Cl)=[O:26])[CH2:24][CH2:23]1. (8) Given the product [Cl:1][C:2]1[CH:10]=[CH:9][C:5]([C:6](=[O:8])[CH2:31][C:30]([O:29][CH2:27][CH3:28])=[O:35])=[CH:4][C:3]=1[O:11][CH:12]([CH3:14])[CH3:13], predict the reactants needed to synthesize it. The reactants are: [Cl:1][C:2]1[CH:10]=[CH:9][C:5]([C:6]([OH:8])=O)=[CH:4][C:3]=1[O:11][CH:12]([CH3:14])[CH3:13].C1N=CN(C(N2C=NC=C2)=O)C=1.[CH2:27]([O:29][C:30](=[O:35])[CH2:31]C(O)=O)[CH3:28].CCN(CC)CC.[Mg+2].[Cl-].[Cl-].[K]. (9) Given the product [Cl:1][CH2:2][CH2:3][CH2:4][CH2:5][CH2:6][CH2:7][O:8][CH2:9][CH2:10][O:11][CH2:12][CH2:13][NH2:14], predict the reactants needed to synthesize it. The reactants are: [Cl:1][CH2:2][CH2:3][CH2:4][CH2:5][CH2:6][CH2:7][O:8][CH2:9][CH2:10][O:11][CH2:12][CH2:13][NH:14]C(=O)OC(C)(C)C.C(O)(C(F)(F)F)=O.C([O-])([O-])=O.[K+].[K+].